Task: Regression. Given a peptide amino acid sequence and an MHC pseudo amino acid sequence, predict their binding affinity value. This is MHC class I binding data.. Dataset: Peptide-MHC class I binding affinity with 185,985 pairs from IEDB/IMGT (1) The peptide sequence is TEGEGRVIL. The MHC is HLA-A02:01 with pseudo-sequence HLA-A02:01. The binding affinity (normalized) is 0.0847. (2) The peptide sequence is YPPPRYITV. The MHC is HLA-C04:01 with pseudo-sequence HLA-C04:01. The binding affinity (normalized) is 0.213. (3) The binding affinity (normalized) is 0. The MHC is HLA-A33:01 with pseudo-sequence HLA-A33:01. The peptide sequence is AIEPSGNNY. (4) The peptide sequence is KFQKDPPF. The MHC is Mamu-B03 with pseudo-sequence Mamu-B03. The binding affinity (normalized) is 0.158. (5) The peptide sequence is QQNQESKIMK. The MHC is HLA-A68:01 with pseudo-sequence HLA-A68:01. The binding affinity (normalized) is 0.149. (6) The peptide sequence is NCYPYDVPDY. The MHC is HLA-A26:01 with pseudo-sequence HLA-A26:01. The binding affinity (normalized) is 0.0687. (7) The peptide sequence is REPVDQKQF. The MHC is HLA-B44:02 with pseudo-sequence HLA-B44:02. The binding affinity (normalized) is 0.316. (8) The peptide sequence is FISSFLLPL. The MHC is HLA-A02:06 with pseudo-sequence HLA-A02:06. The binding affinity (normalized) is 0.994. (9) The binding affinity (normalized) is 0.0847. The peptide sequence is ATGFPFFDR. The MHC is HLA-A03:01 with pseudo-sequence HLA-A03:01.